Dataset: Reaction yield outcomes from USPTO patents with 853,638 reactions. Task: Predict the reaction yield, written as a fraction of the theoretical maximum amount of product (1.0 means a 100% yield; for example, 0.34 means a 34% yield). (1) The reactants are [OH:1][CH2:2][CH:3]1[CH2:8][CH2:7][NH:6][CH2:5][CH2:4]1.C(=O)([O-])[O-].[K+].[K+].Cl[C:16]([O:18][CH3:19])=[O:17].ClCCl. The catalyst is O. The product is [CH3:19][O:18][C:16]([N:6]1[CH2:7][CH2:8][CH:3]([CH2:2][OH:1])[CH2:4][CH2:5]1)=[O:17]. The yield is 0.900. (2) The catalyst is CC([O-])=O.CC([O-])=O.[Pd+2]. The product is [Cl:1][C:2]1[CH:3]=[C:4]([C:13]2[CH:14]=[C:15]([C:33]([O:35][CH3:36])=[O:34])[C:16]3[NH:17][C:18]4[CH:19]=[C:20]([N:26]5[CH2:27][CH2:28][N:29]([CH3:32])[CH2:30][CH2:31]5)[CH:21]=[CH:22][C:23]=4[C:24]=3[N:25]=2)[CH:5]=[CH:6][C:7]=1[OH:8]. The yield is 0.349. The reactants are [Cl:1][C:2]1[CH:3]=[C:4](B(O)O)[CH:5]=[CH:6][C:7]=1[OH:8].Br[C:13]1[CH:14]=[C:15]([C:33]([O:35][CH3:36])=[O:34])[C:16]2[NH:17][C:18]3[CH:19]=[C:20]([N:26]4[CH2:31][CH2:30][N:29]([CH3:32])[CH2:28][CH2:27]4)[CH:21]=[CH:22][C:23]=3[C:24]=2[N:25]=1.[O-]P([O-])([O-])=O.[K+].[K+].[K+].C1(P(C2CCCCC2)C2C=CC=CC=2C2C(C(C)C)=CC(C(C)C)=CC=2C(C)C)CCCCC1. (3) The product is [C:16]1([C:14]([C:22]2[CH:27]=[CH:26][CH:25]=[CH:24][CH:23]=2)([CH:11]2[CH2:12][CH2:13][N:8]([CH2:7][CH2:6][C:5]3[CH:28]=[CH:29][C:2]([C:32]4[CH:31]=[N:30][CH:35]=[CH:34][CH:33]=4)=[CH:3][CH:4]=3)[CH2:9][CH2:10]2)[OH:15])[CH:21]=[CH:20][CH:19]=[CH:18][CH:17]=1. The reactants are Br[C:2]1[CH:29]=[CH:28][C:5]([CH2:6][CH2:7][N:8]2[CH2:13][CH2:12][CH:11]([C:14]([C:22]3[CH:27]=[CH:26][CH:25]=[CH:24][CH:23]=3)([C:16]3[CH:21]=[CH:20][CH:19]=[CH:18][CH:17]=3)[OH:15])[CH2:10][CH2:9]2)=[CH:4][CH:3]=1.[N:30]1[CH:35]=[CH:34][CH:33]=[C:32](B(O)O)[CH:31]=1.C(=O)([O-])[O-].[K+].[K+]. The catalyst is [Pd](Cl)Cl.C(P(C(C)(C)C)[C-]1C=CC=C1)(C)(C)C.[C-]1(P(C(C)(C)C)C(C)(C)C)C=CC=C1.[Fe+2]. The yield is 0.880. (4) The yield is 0.620. The reactants are [Cl:1][C:2]1[N:11]=[CH:10][C:9]2[N:8]([CH3:12])[C:7](=[O:13])[C@H:6]([CH2:14][CH3:15])[N:5]([CH:16]3[CH2:20][CH2:19][CH2:18][CH2:17]3)[C:4]=2[N:3]=1.[CH:21]([N-]C(C)C)(C)[CH3:22].[Li+].C(I)C.[Cl-].[NH4+]. The catalyst is O1CCCC1. The product is [Cl:1][C:2]1[N:11]=[CH:10][C:9]2[N:8]([CH3:12])[C:7](=[O:13])[C:6]([CH2:21][CH3:22])([CH2:14][CH3:15])[N:5]([CH:16]3[CH2:20][CH2:19][CH2:18][CH2:17]3)[C:4]=2[N:3]=1. (5) The reactants are [F:1][C:2]([F:16])([F:15])[O:3][C:4]1[CH:5]=[C:6]([CH:10]=[CH:11][C:12]([NH2:14])=[O:13])[CH:7]=[CH:8][CH:9]=1.[Cl:17][CH:18](Cl)[C:19](=O)[CH3:20]. The catalyst is C1(C)C=CC=CC=1. The product is [Cl:17][CH2:18][C:19]1[N:14]=[C:12]([CH:11]=[CH:10][C:6]2[CH:7]=[CH:8][CH:9]=[C:4]([O:3][C:2]([F:15])([F:16])[F:1])[CH:5]=2)[O:13][CH:20]=1. The yield is 0.710. (6) The catalyst is C(Cl)Cl.CO. The yield is 0.870. The product is [C:29]([O:28][C:26]([NH:25][C@@H:15]1[C:14](=[O:33])[N:13]2[C@@H:9]([CH2:10][C@@H:11]([O:34][C:35]([N:37]3[CH2:38][C:39]4[C:44](=[CH:43][CH:42]=[CH:41][CH:40]=4)[CH2:45]3)=[O:36])[CH2:12]2)[C:8](=[O:46])[NH:7][C@@:6]2([C:4]([OH:5])=[O:3])[C@@H:23]([CH2:24]2)[CH:22]=[CH:21][CH2:20][CH2:19][CH2:18][CH2:17][CH2:16]1)=[O:27])([CH3:32])([CH3:30])[CH3:31]. The reactants are C([O:3][C:4]([C@@:6]12[CH2:24][C@H:23]1[CH:22]=[CH:21][CH2:20][CH2:19][CH2:18][CH2:17][CH2:16][C@H:15]([NH:25][C:26]([O:28][C:29]([CH3:32])([CH3:31])[CH3:30])=[O:27])[C:14](=[O:33])[N:13]1[C@@H:9]([CH2:10][C@@H:11]([O:34][C:35]([N:37]3[CH2:45][C:44]4[C:39](=[CH:40][CH:41]=[CH:42][CH:43]=4)[CH2:38]3)=[O:36])[CH2:12]1)[C:8](=[O:46])[NH:7]2)=[O:5])C.O[Li].O. (7) The reactants are [CH:1]1([C:7]2[C:11]([C:12]3[CH:17]=[CH:16][N:15]=[C:14]([NH:18][C:19]4[CH:20]=[C:21]([OH:25])[CH:22]=[CH:23][CH:24]=4)[N:13]=3)=[C:10]([CH3:26])[O:9][N:8]=2)[CH2:6][CH2:5][CH2:4][CH2:3][CH2:2]1.N(C(OCC)=O)=NC(OCC)=O.C1(P(C2C=CC=CC=2)C2C=CC=CC=2)C=CC=CC=1.[Br:58][CH2:59][CH2:60]O. The catalyst is C1COCC1. The product is [Br:58][CH2:59][CH2:60][O:25][C:21]1[CH:20]=[C:19]([NH:18][C:14]2[N:13]=[C:12]([C:11]3[C:7]([CH:1]4[CH2:2][CH2:3][CH2:4][CH2:5][CH2:6]4)=[N:8][O:9][C:10]=3[CH3:26])[CH:17]=[CH:16][N:15]=2)[CH:24]=[CH:23][CH:22]=1. The yield is 0.650. (8) The reactants are [NH2:1][C:2]1[C:3]([Cl:9])=[N:4][CH:5]=[N:6][C:7]=1[Cl:8].[F:10][C:11]([F:20])([F:19])[C:12]1[CH:18]=[CH:17][C:15]([NH2:16])=[CH:14][CH:13]=1.Cl. The catalyst is CCO. The product is [ClH:8].[Cl:9][C:3]1[N:4]=[CH:5][N:6]=[C:7]([NH:16][C:15]2[CH:17]=[CH:18][C:12]([C:11]([F:10])([F:19])[F:20])=[CH:13][CH:14]=2)[C:2]=1[NH2:1]. The yield is 0.700. (9) The reactants are Br[C:2]1[CH:3]=[N:4][CH:5]=[C:6]([F:8])[CH:7]=1.C([Mg]Cl)(C)C.[O:14]=[C:15]1[N:19]([C:20]([O:22][C:23]([CH3:26])([CH3:25])[CH3:24])=[O:21])[C@H:18]([C:27]([O:29][CH2:30][CH3:31])=[O:28])[CH2:17][CH2:16]1.Cl.[NH4+].[Cl-]. The catalyst is C1COCC1.CCCCCCC.CC(OC)(C)C. The product is [C:23]([O:22][C:20]([NH:19][C@@H:18]([CH2:17][CH2:16][C:15]([C:2]1[CH:3]=[N:4][CH:5]=[C:6]([F:8])[CH:7]=1)=[O:14])[C:27]([O:29][CH2:30][CH3:31])=[O:28])=[O:21])([CH3:24])([CH3:26])[CH3:25]. The yield is 1.02.